Dataset: hERG potassium channel inhibition data for cardiac toxicity prediction from Karim et al.. Task: Regression/Classification. Given a drug SMILES string, predict its toxicity properties. Task type varies by dataset: regression for continuous values (e.g., LD50, hERG inhibition percentage) or binary classification for toxic/non-toxic outcomes (e.g., AMES mutagenicity, cardiotoxicity, hepatotoxicity). Dataset: herg_karim. (1) The molecule is CC(C)CN(CC(C)C)c1cc(C(F)(F)F)cc(COCC2(c3ccc(F)cc3)CCN(C)CC2)n1. The result is 1 (blocker). (2) The molecule is COC1COCCC1N[C@@H]1C[C@H]2C[C@H](O)C[C@@]2(C(=O)N2CCc3ncc(C(F)(F)F)cc3C2)C1. The result is 0 (non-blocker). (3) The compound is Cc1c([C@@H]2CN3CCN(C(=O)Cc4ccc(-n5cnnn5)nc4)C[C@@H]3CO2)ccc(F)c1C#N. The result is 0 (non-blocker). (4) The drug is Cc1nc2c(OC(F)F)cccc2n1-c1ccc(C(=O)NC2CC2)s1. The result is 0 (non-blocker). (5) The drug is C[C@H](O)C(=O)NC1CC(C)(C)Oc2nc(-c3ccc(Cl)cc3Cl)c(-c3ccc(Cl)cc3)cc21. The result is 1 (blocker).